This data is from Forward reaction prediction with 1.9M reactions from USPTO patents (1976-2016). The task is: Predict the product of the given reaction. (1) Given the reactants [CH2:1]([C:5]1([CH2:38][CH2:39][CH2:40][CH3:41])[NH:11][CH:10]([C:12]2[CH:28]=[CH:27][C:15]([O:16][CH2:17][CH2:18][O:19][CH2:20][CH2:21][O:22][CH2:23][CH2:24][O:25][I:26])=[CH:14][CH:13]=2)[C:9]2[CH:29]=[C:30]([N:33]([CH3:35])[CH3:34])[CH:31]=[CH:32][C:8]=2[S:7](=[O:37])(=[O:36])[CH2:6]1)[CH2:2][CH2:3][CH3:4].[CH3:42][CH2:43][N:44]([CH2:47][CH3:48])[CH2:45][CH3:46], predict the reaction product. The product is: [I-:26].[CH2:1]([C:5]1([CH2:38][CH2:39][CH2:40][CH3:41])[NH:11][CH:10]([C:12]2[CH:28]=[CH:27][C:15]([O:16][CH2:17][CH2:18][O:19][CH2:20][CH2:21][O:22][CH2:23][CH2:24][O:25][N+:44]([CH2:47][CH3:48])([CH2:45][CH3:46])[CH2:43][CH3:42])=[CH:14][CH:13]=2)[C:9]2[CH:29]=[C:30]([N:33]([CH3:35])[CH3:34])[CH:31]=[CH:32][C:8]=2[S:7](=[O:37])(=[O:36])[CH2:6]1)[CH2:2][CH2:3][CH3:4]. (2) Given the reactants Br[C:2]1[C:3]([C:10]2[CH:15]=[CH:14][CH:13]=[CH:12][CH:11]=2)=[N:4][N:5]([CH3:9])[C:6]=1[CH:7]=[O:8].C(=O)([O-])[O-].[Na+].[Na+].B1([C:31]2[CH2:36][CH2:35][C:34]([CH3:38])([CH3:37])[CH2:33][CH:32]=2)OC(C)(C)C(C)(C)O1.C(O)C, predict the reaction product. The product is: [CH3:37][C:34]1([CH3:38])[CH2:35][CH2:36][C:31]([C:2]2[C:3]([C:10]3[CH:15]=[CH:14][CH:13]=[CH:12][CH:11]=3)=[N:4][N:5]([CH3:9])[C:6]=2[CH:7]=[O:8])=[CH:32][CH2:33]1. (3) Given the reactants [Br:1][C:2]1[CH:3]=[C:4]([NH:8][C:9]2[CH:16]=[CH:15][C:12]([C:13]#[N:14])=[CH:11][C:10]=2[N+:17]([O-])=O)[CH:5]=[CH:6][CH:7]=1.C.O.NN, predict the reaction product. The product is: [NH2:17][C:10]1[CH:11]=[C:12]([CH:15]=[CH:16][C:9]=1[NH:8][C:4]1[CH:5]=[CH:6][CH:7]=[C:2]([Br:1])[CH:3]=1)[C:13]#[N:14]. (4) Given the reactants CS[CH2:3][C:4]1[C:5]([C:26]2[CH:31]=[CH:30][CH:29]=[CH:28][CH:27]=2)=[N:6][C:7]2[C:12]([C:13]=1[C:14]([NH:16][C@H:17]([C:20]1[CH:25]=[CH:24][CH:23]=[CH:22][CH:21]=1)[CH2:18][CH3:19])=[O:15])=[CH:11][CH:10]=[CH:9][CH:8]=2.[CH:32]1C=C(Cl)C=C(C(OO)=O)C=1.[S:43]([O-:47])([O-])(=[O:45])=S.[Na+].[Na+].O, predict the reaction product. The product is: [CH3:32][S:43]([CH2:3][C:4]1[C:5]([C:26]2[CH:27]=[CH:28][CH:29]=[CH:30][CH:31]=2)=[N:6][C:7]2[C:12]([C:13]=1[C:14]([NH:16][C@H:17]([C:20]1[CH:21]=[CH:22][CH:23]=[CH:24][CH:25]=1)[CH2:18][CH3:19])=[O:15])=[CH:11][CH:10]=[CH:9][CH:8]=2)(=[O:47])=[O:45]. (5) Given the reactants C(OC([N:8](COCC[Si](C)(C)C)[C:9]1[S:10][C@:11]2([C:39]([OH:41])=O)[C@H:13]([C@:14]([C:17]3[CH:22]=[C:21]([NH:23][C:24]([C:26]4[CH:31]=[N:30][C:29]([O:32][CH2:33][C:34]([F:37])([F:36])[F:35])=[CH:28][N:27]=4)=[O:25])[CH:20]=[CH:19][C:18]=3[F:38])([CH3:16])[N:15]=1)[CH2:12]2)=O)(C)(C)C.Cl.[F:51][CH2:52][C:53]([NH2:56])([CH3:55])[CH3:54].C(N(C(C)C)CC)(C)C.F[P-](F)(F)(F)(F)F.C(C(=NO[C+](N(C)C)N1CCOCC1)C(OCC)=O)#N.O.C1(C)C=CC(S(O)(=O)=O)=CC=1, predict the reaction product. The product is: [NH2:8][C:9]1[S:10][C@:11]2([C:39]([NH:56][C:53]([CH3:55])([CH3:54])[CH2:52][F:51])=[O:41])[C@H:13]([C@:14]([C:17]3[CH:22]=[C:21]([NH:23][C:24]([C:26]4[CH:31]=[N:30][C:29]([O:32][CH2:33][C:34]([F:36])([F:37])[F:35])=[CH:28][N:27]=4)=[O:25])[CH:20]=[CH:19][C:18]=3[F:38])([CH3:16])[N:15]=1)[CH2:12]2. (6) Given the reactants [C-:1]1([CH2:6][NH:7][CH2:8][CH2:9][CH2:10][CH2:11][CH2:12][C:13]([OH:15])=[O:14])[CH:5]=[CH:4][CH:3]=[CH:2]1.[CH-:16]1[CH:20]=[CH:19][CH:18]=[CH:17]1.[Fe+2:21].CCN=C=NCCCN(C)C.Cl, predict the reaction product. The product is: [C-:1]1([CH2:6][NH:7][CH2:8][CH2:9][CH2:10][CH2:11][CH2:12][C:13]([OH:15])=[O:14])[CH:2]=[CH:3][CH:4]=[CH:5]1.[CH-:16]1[CH:20]=[CH:19][CH:18]=[CH:17]1.[Fe+2:21].[CH-:1]1[CH:5]=[CH:4][CH:3]=[CH:2]1.[CH-:1]1[CH:5]=[CH:4][CH:3]=[CH:2]1.[Fe+2:21].